Dataset: Buchwald-Hartwig C-N cross coupling reaction yields with 55,370 reactions. Task: Predict the reaction yield, written as a fraction of the theoretical maximum amount of product (1.0 means a 100% yield; for example, 0.34 means a 34% yield). (1) The reactants are Clc1cccnc1.Cc1ccc(N)cc1.O=S(=O)(O[Pd]1c2ccccc2-c2ccccc2N~1)C(F)(F)F.COc1ccc(OC)c(P([C@]23C[C@H]4C[C@H](C[C@H](C4)C2)C3)[C@]23C[C@H]4C[C@H](C[C@H](C4)C2)C3)c1-c1c(C(C)C)cc(C(C)C)cc1C(C)C.CN(C)C(=NC(C)(C)C)N(C)C.CCOC(=O)c1cc(OC)no1. No catalyst specified. The product is Cc1ccc(Nc2cccnc2)cc1. The yield is 0.0278. (2) The reactants are Brc1cccnc1.Cc1ccc(N)cc1.O=S(=O)(O[Pd]1c2ccccc2-c2ccccc2N~1)C(F)(F)F.COc1ccc(OC)c(P(C(C)(C)C)C(C)(C)C)c1-c1c(C(C)C)cc(C(C)C)cc1C(C)C.CN(C)C(=NC(C)(C)C)N(C)C.COC(=O)c1cc(-c2cccs2)on1. No catalyst specified. The product is Cc1ccc(Nc2cccnc2)cc1. The yield is 0.584. (3) The reactants are Ic1ccccn1.Cc1ccc(N)cc1.O=S(=O)(O[Pd]1c2ccccc2-c2ccccc2N~1)C(F)(F)F.COc1ccc(OC)c(P([C@]23C[C@H]4C[C@H](C[C@H](C4)C2)C3)[C@]23C[C@H]4C[C@H](C[C@H](C4)C2)C3)c1-c1c(C(C)C)cc(C(C)C)cc1C(C)C.CN1CCCN2CCCN=C12.COC(=O)c1cc(-c2cccs2)on1. No catalyst specified. The product is Cc1ccc(Nc2ccccn2)cc1. The yield is 0.862. (4) The reactants are FC(F)(F)c1ccc(Br)cc1.Cc1ccc(N)cc1.O=S(=O)(O[Pd]1c2ccccc2-c2ccccc2N~1)C(F)(F)F.CC(C)c1cc(C(C)C)c(-c2ccccc2P(C2CCCCC2)C2CCCCC2)c(C(C)C)c1.CCN=P(N=P(N(C)C)(N(C)C)N(C)C)(N(C)C)N(C)C.c1ccc2oncc2c1. No catalyst specified. The product is Cc1ccc(Nc2ccc(C(F)(F)F)cc2)cc1. The yield is 0.275. (5) The reactants are CCc1ccc(Br)cc1.Cc1ccc(N)cc1.O=S(=O)(O[Pd]1c2ccccc2-c2ccccc2N~1)C(F)(F)F.CC(C)c1cc(C(C)C)c(-c2ccccc2P(C(C)(C)C)C(C)(C)C)c(C(C)C)c1.CN1CCCN2CCCN=C12.Cc1ccon1. No catalyst specified. The product is CCc1ccc(Nc2ccc(C)cc2)cc1. The yield is 0.791. (6) The reactants are COc1ccc(Br)cc1.Cc1ccc(N)cc1.O=S(=O)(O[Pd]1c2ccccc2-c2ccccc2N~1)C(F)(F)F.CC(C)c1cc(C(C)C)c(-c2ccccc2P(C2CCCCC2)C2CCCCC2)c(C(C)C)c1.CN1CCCN2CCCN=C12.CCOC(=O)c1ccon1. No catalyst specified. The product is COc1ccc(Nc2ccc(C)cc2)cc1. The yield is 0.0641.